Task: Predict the product of the given reaction.. Dataset: Forward reaction prediction with 1.9M reactions from USPTO patents (1976-2016) (1) The product is: [Cl:30][C:25]1[CH:26]=[CH:27][CH:28]=[CH:29][C:24]=1[S:21]([OH:23])(=[O:22])=[O:20]. Given the reactants Cl.N1CCC(COC2C3C(=CC=CC=3)C=C([O:20][S:21]([C:24]3[CH:29]=[CH:28][CH:27]=[CH:26][C:25]=3[Cl:30])(=[O:23])=[O:22])C=2)CC1.Cl.C(=N)(OCC)C.C(N(CC)C(C)C)(C)C, predict the reaction product. (2) Given the reactants [O:1]=[C:2]1[NH:6][C:5]([C:12]2[CH:17]=[CH:16][CH:15]=[CH:14][CH:13]=2)([CH2:7][O:8][CH2:9][CH:10]=[CH2:11])[C:4](=[O:18])[N:3]1[C:19]1[CH:26]=[CH:25][C:22]([C:23]#[N:24])=[C:21]([C:27]([F:30])([F:29])[F:28])[CH:20]=1.IC.[C:33](=O)([O-])[O-].[K+].[K+], predict the reaction product. The product is: [O:1]=[C:2]1[N:6]([CH3:33])[C:5]([C:12]2[CH:13]=[CH:14][CH:15]=[CH:16][CH:17]=2)([CH2:7][O:8][CH2:9][CH:10]=[CH2:11])[C:4](=[O:18])[N:3]1[C:19]1[CH:26]=[CH:25][C:22]([C:23]#[N:24])=[C:21]([C:27]([F:30])([F:28])[F:29])[CH:20]=1.